Dataset: Forward reaction prediction with 1.9M reactions from USPTO patents (1976-2016). Task: Predict the product of the given reaction. Given the reactants [N:1]([CH2:4][C:5](=[O:11])[CH2:6][CH2:7][C:8]([OH:10])=[O:9])=[N+]=[N-].[ClH:12].N[CH2:14][C:15](=[O:21])[CH2:16][CH2:17][C:18]([OH:20])=[O:19], predict the reaction product. The product is: [ClH:12].[NH2:1][CH2:4][C:5](=[O:11])[CH2:6][CH2:7][C:8]([OH:10])=[O:9].[C:18]([OH:20])(=[O:19])[CH2:17][CH2:16][C:15]([CH3:14])=[O:21].